From a dataset of Reaction yield outcomes from USPTO patents with 853,638 reactions. Predict the reaction yield, written as a fraction of the theoretical maximum amount of product (1.0 means a 100% yield; for example, 0.34 means a 34% yield). (1) The reactants are C(N(CC)CC)C.[CH:8]([C:10]1[C:18]2[C:13](=[CH:14][CH:15]=[CH:16][CH:17]=2)[N:12](C(OC(C)(C)C)=O)[CH:11]=1)=[O:9].[CH3:26][O:27][C:28]1[CH:29]=[C:30]([CH2:43][OH:44])[CH:31]=[C:32]([N:34]=[CH:35][C:36]2[CH:37]=[N:38][C:39]([CH3:42])=[CH:40][CH:41]=2)[CH:33]=1. The catalyst is [Cl-].C([N+]1C(C)=C(CCO)SC=1)C1C=CC=CC=1.C(O)C. The product is [OH:44][CH2:43][C:30]1[CH:31]=[C:32]([NH:34][CH:35]([C:36]2[CH:37]=[N:38][C:39]([CH3:42])=[CH:40][CH:41]=2)[C:8]([C:10]2[C:18]3[C:13](=[CH:14][CH:15]=[CH:16][CH:17]=3)[NH:12][CH:11]=2)=[O:9])[CH:33]=[C:28]([O:27][CH3:26])[CH:29]=1. The yield is 0.170. (2) The reactants are [NH2:1][C@@H:2]([C:6]1[O:7][C:8]2[C:13]([C:14](=[O:23])[C:15]=1[CH2:16][C:17]1[CH:22]=[CH:21][CH:20]=[CH:19][CH:18]=1)=[CH:12][CH:11]=[C:10]([Cl:24])[CH:9]=2)[CH:3]([CH3:5])[CH3:4].C([O-])([O-])=O.[K+].[K+].Br[CH2:32][C:33](=[O:46])[CH2:34][N:35]1[C:39](=[O:40])[C:38]2=[CH:41][CH:42]=[CH:43][CH:44]=[C:37]2[C:36]1=[O:45]. The catalyst is CN(C=O)C. The product is [C:36]1(=[O:45])[N:35]([CH2:34][C:33](=[O:46])[CH2:32][NH:1][C@@H:2]([C:6]2[O:7][C:8]3[C:13]([C:14](=[O:23])[C:15]=2[CH2:16][C:17]2[CH:22]=[CH:21][CH:20]=[CH:19][CH:18]=2)=[CH:12][CH:11]=[C:10]([Cl:24])[CH:9]=3)[CH:3]([CH3:4])[CH3:5])[C:39](=[O:40])[C:38]2=[CH:41][CH:42]=[CH:43][CH:44]=[C:37]12. The yield is 1.00. (3) The reactants are [ClH:1].[O:2]1[CH:6]=[N:5][C:4]([C:7]2[CH:12]=[CH:11][C:10]([C@H:13]3[CH2:18][N:17](C(OC(C)(C)C)=O)[CH2:16][CH2:15][N:14]3C(OC(C)(C)C)=O)=[CH:9][CH:8]=2)=[N:3]1. The catalyst is C(OCC)(=O)C.CO. The product is [ClH:1].[ClH:1].[O:2]1[CH:6]=[N:5][C:4]([C:7]2[CH:12]=[CH:11][C:10]([C@H:13]3[CH2:18][NH:17][CH2:16][CH2:15][NH:14]3)=[CH:9][CH:8]=2)=[N:3]1. The yield is 0.950. (4) The reactants are [CH:1]([C:3]1[N:8]=[CH:7][C:6]([C:9]2[CH:19]=[CH:18][C:12]([C:13]([O:15][CH2:16][CH3:17])=[O:14])=[CH:11][CH:10]=2)=[CH:5][CH:4]=1)=[O:2].[CH2:20]([Mg]Br)[CH3:21].C(OCC)C. The catalyst is C1COCC1. The product is [OH:2][CH:1]([C:3]1[N:8]=[CH:7][C:6]([C:9]2[CH:19]=[CH:18][C:12]([C:13]([O:15][CH2:16][CH3:17])=[O:14])=[CH:11][CH:10]=2)=[CH:5][CH:4]=1)[CH2:20][CH3:21]. The yield is 0.448. (5) The reactants are [Si]([O:8][CH2:9][C@H:10]([NH:20][S@@:21]([C:23]([CH3:26])([CH3:25])[CH3:24])=[O:22])[C:11]1[CH:16]=[CH:15][C:14]([S:17][CH2:18][CH3:19])=[CH:13][CH:12]=1)(C(C)(C)C)(C)C.CCCC[N+](CCCC)(CCCC)CCCC.[F-]. The catalyst is C1COCC1. The product is [CH2:18]([S:17][C:14]1[CH:13]=[CH:12][C:11]([C@@H:10]([NH:20][S@@:21]([C:23]([CH3:24])([CH3:26])[CH3:25])=[O:22])[CH2:9][OH:8])=[CH:16][CH:15]=1)[CH3:19]. The yield is 0.800. (6) The catalyst is CC(N(C)C)=O. The reactants are [CH3:1][N:2]1[CH2:7][CH2:6][NH:5][CH2:4][CH:3]1[CH3:8].F[C:10]1[CH:20]=[CH:19][C:13]([C:14]([O:16][CH2:17][CH3:18])=[O:15])=[CH:12][CH:11]=1. The product is [CH3:8][CH:3]1[N:2]([CH3:1])[CH2:7][CH2:6][N:5]([C:10]2[CH:20]=[CH:19][C:13]([C:14]([O:16][CH2:17][CH3:18])=[O:15])=[CH:12][CH:11]=2)[CH2:4]1. The yield is 0.325.